This data is from Catalyst prediction with 721,799 reactions and 888 catalyst types from USPTO. The task is: Predict which catalyst facilitates the given reaction. (1) Reactant: [H-].[Na+].[O:3]1[C:7]2[CH:8]=[CH:9][CH:10]=[CH:11][C:6]=2[N:5]=[C:4]1[NH:12][C:13](=[O:25])[CH2:14][C:15]1[CH:20]=[CH:19][C:18]([S:21]([CH3:24])(=[O:23])=[O:22])=[CH:17][CH:16]=1.[Cl:26][C:27]1[CH:34]=[CH:33][CH:32]=[CH:31][C:28]=1[CH2:29]Br. Product: [O:3]1[C:7]2[CH:8]=[CH:9][CH:10]=[CH:11][C:6]=2[N:5]=[C:4]1[NH:12][C:13](=[O:25])[CH:14]([C:15]1[CH:20]=[CH:19][C:18]([S:21]([CH3:24])(=[O:22])=[O:23])=[CH:17][CH:16]=1)[CH2:29][C:28]1[CH:31]=[CH:32][CH:33]=[CH:34][C:27]=1[Cl:26]. The catalyst class is: 3. (2) Reactant: [C:1]([C:3]1[CH:4]=[C:5]([C:13]2[S:14][C:15]([C:18]3[CH:27]=[CH:26][CH:25]=[C:24]4[C:19]=3[CH2:20][CH2:21][CH2:22][C@H:23]4[NH:28]C(=O)OC(C)(C)C)=[CH:16][N:17]=2)[CH:6]=[CH:7][C:8]=1[O:9][CH:10]([CH3:12])[CH3:11])#[N:2].[ClH:36]. Product: [ClH:36].[NH2:28][C@@H:23]1[CH2:22][CH2:21][CH2:20][C:19]2[C:18]([C:15]3[S:14][C:13]([C:5]4[CH:6]=[CH:7][C:8]([O:9][CH:10]([CH3:12])[CH3:11])=[C:3]([CH:4]=4)[C:1]#[N:2])=[N:17][CH:16]=3)=[CH:27][CH:26]=[CH:25][C:24]1=2. The catalyst class is: 12. (3) Reactant: Br[C:2]1[C:3]([N:29]([CH3:34])[S:30]([CH3:33])(=[O:32])=[O:31])=[CH:4][C:5]2[O:9][C:8]([C:10]3[CH:11]=[N:12][C:13]([O:16][C:17]4[CH:22]=[CH:21][C:20]([F:23])=[CH:19][CH:18]=4)=[CH:14][CH:15]=3)=[C:7]([C:24]([NH:26][CH3:27])=[O:25])[C:6]=2[CH:28]=1.[CH3:35][C:36]1([CH3:52])[C:40]([CH3:42])([CH3:41])[O:39][B:38]([B:38]2[O:39][C:40]([CH3:42])([CH3:41])[C:36]([CH3:52])([CH3:35])[O:37]2)[O:37]1.CC([O-])=O.[K+]. Product: [F:23][C:20]1[CH:21]=[CH:22][C:17]([O:16][C:13]2[N:12]=[CH:11][C:10]([C:8]3[O:9][C:5]4[CH:4]=[C:3]([N:29]([CH3:34])[S:30]([CH3:33])(=[O:32])=[O:31])[C:2]([B:38]5[O:39][C:40]([CH3:42])([CH3:41])[C:36]([CH3:52])([CH3:35])[O:37]5)=[CH:28][C:6]=4[C:7]=3[C:24]([NH:26][CH3:27])=[O:25])=[CH:15][CH:14]=2)=[CH:18][CH:19]=1. The catalyst class is: 75. (4) Reactant: [C:1]1([CH3:19])[CH:6]=[CH:5][C:4]([S:7]([N:10]2[CH:14]=[CH:13][C:12]([CH:15]([OH:18])[CH2:16][CH3:17])=[N:11]2)(=[O:9])=[O:8])=[CH:3][CH:2]=1.CC(OI1(OC(C)=O)(OC(C)=O)OC(=O)C2C=CC=CC1=2)=O. The catalyst class is: 2. Product: [C:1]1([CH3:19])[CH:2]=[CH:3][C:4]([S:7]([N:10]2[CH:14]=[CH:13][C:12]([C:15](=[O:18])[CH2:16][CH3:17])=[N:11]2)(=[O:9])=[O:8])=[CH:5][CH:6]=1. (5) Reactant: [OH:1][CH2:2][CH2:3][C@@H:4]1[CH2:6][C@@H:5]1[CH:7]1[CH2:12][CH2:11][N:10]([C:13]([O:15][C:16]2([CH3:19])[CH2:18][CH2:17]2)=[O:14])[CH2:9][CH2:8]1.[H-].[Na+].[N:22]1([C:27]2[CH:28]=[CH:29][C:30](O)=[N:31][CH:32]=2)[CH:26]=[N:25][CH:24]=[N:23]1. Product: [N:22]1([C:27]2[CH:28]=[CH:29][C:30]([O:1][CH2:2][CH2:3][C@@H:4]3[CH2:6][C@@H:5]3[CH:7]3[CH2:12][CH2:11][N:10]([C:13]([O:15][C:16]4([CH3:19])[CH2:18][CH2:17]4)=[O:14])[CH2:9][CH2:8]3)=[N:31][CH:32]=2)[CH:26]=[N:25][CH:24]=[N:23]1. The catalyst class is: 3. (6) Reactant: [Cl-].[NH4+].[F:3][C:4]1[CH:9]=[CH:8][C:7]([N+:10]([O-])=O)=[CH:6][C:5]=1[C@:13]12[CH2:22][C@@H:21]([O:23][CH3:24])[CH2:20][CH2:19][C@H:18]1[CH2:17][S:16][C:15]([NH:25][C:26](=[O:32])[O:27][C:28]([CH3:31])([CH3:30])[CH3:29])=[N:14]2. Product: [NH2:10][C:7]1[CH:8]=[CH:9][C:4]([F:3])=[C:5]([C@:13]23[CH2:22][C@@H:21]([O:23][CH3:24])[CH2:20][CH2:19][C@H:18]2[CH2:17][S:16][C:15]([NH:25][C:26](=[O:32])[O:27][C:28]([CH3:29])([CH3:30])[CH3:31])=[N:14]3)[CH:6]=1. The catalyst class is: 679. (7) Reactant: [O:1]1[CH:5]=[N:4][N:3]=[C:2]1[C:6]1[CH:11]=[CH:10][C:9]([N:12]2[C:16]([C:17]([O:19]CC)=[O:18])=[CH:15][C:14]([C:22]([CH3:25])([CH3:24])[CH3:23])=[N:13]2)=[CH:8][CH:7]=1.C1COCC1.[OH-].[Li+].Cl. Product: [O:1]1[CH:5]=[N:4][N:3]=[C:2]1[C:6]1[CH:11]=[CH:10][C:9]([N:12]2[C:16]([C:17]([OH:19])=[O:18])=[CH:15][C:14]([C:22]([CH3:25])([CH3:24])[CH3:23])=[N:13]2)=[CH:8][CH:7]=1. The catalyst class is: 72.